From a dataset of Reaction yield outcomes from USPTO patents with 853,638 reactions. Predict the reaction yield, written as a fraction of the theoretical maximum amount of product (1.0 means a 100% yield; for example, 0.34 means a 34% yield). (1) The reactants are [CH:1]([O:4][C:5]1[N:9]([C:10]2[CH:15]=[CH:14][C:13]([S:16]([CH3:19])(=[O:18])=[O:17])=[CH:12][N:11]=2)[N:8]=[C:7]([C:20]([F:23])([F:22])[F:21])[CH:6]=1)([CH3:3])[CH3:2].[Cl:24]N1C(=O)CCC1=O. The catalyst is CN(C=O)C.C(OCC)(=O)C. The product is [CH:1]([O:4][C:5]1[N:9]([C:10]2[CH:15]=[CH:14][C:13]([S:16]([CH3:19])(=[O:17])=[O:18])=[CH:12][N:11]=2)[N:8]=[C:7]([C:20]([F:23])([F:21])[F:22])[C:6]=1[Cl:24])([CH3:3])[CH3:2]. The yield is 0.110. (2) The reactants are F.F.F.C(N(CC)CC)C.C(N(CC)CC)C.[Si]([O:35][CH2:36][C@H:37]1[O:41][C@@H:40]([N:42]2[CH:49]=[C:48]([CH3:50])[C:46](=[O:47])[NH:45][C:43]2=[O:44])[C@H:39]([O:51][CH2:52][CH2:53][O:54][N:55]([CH3:57])[CH3:56])[C@@H:38]1[OH:58])(C(C)(C)C)(C1C=CC=CC=1)C1C=CC=CC=1.CO. The catalyst is C1COCC1.C(Cl)Cl. The product is [CH3:56][N:55]([CH3:57])[O:54][CH2:53][CH2:52][O:51][C@@H:39]1[C@H:38]([OH:58])[C@@H:37]([CH2:36][OH:35])[O:41][C@H:40]1[N:42]1[CH:49]=[C:48]([CH3:50])[C:46](=[O:47])[NH:45][C:43]1=[O:44]. The yield is 0.925. (3) The reactants are Cl[C:2]1[C:7]([CH:8]=[CH:9][C:10]([NH:12][CH2:13][C:14]2[CH:19]=[CH:18][C:17]([NH:20][S:21]([CH3:24])(=[O:23])=[O:22])=[C:16]([F:25])[CH:15]=2)=[O:11])=[CH:6][CH:5]=[C:4]([C:26]([F:29])([F:28])[F:27])[N:3]=1.CN(C=O)C.[NH:35]1[CH2:39][CH2:38][CH2:37][CH2:36]1. The catalyst is CCOC(C)=O. The product is [F:25][C:16]1[CH:15]=[C:14]([CH:19]=[CH:18][C:17]=1[NH:20][S:21]([CH3:24])(=[O:23])=[O:22])[CH2:13][NH:12][C:10](=[O:11])[CH:9]=[CH:8][C:7]1[C:2]([N:35]2[CH2:39][CH2:38][CH2:37][CH2:36]2)=[N:3][C:4]([C:26]([F:29])([F:28])[F:27])=[CH:5][CH:6]=1. The yield is 0.930. (4) The product is [NH2:1][C:2]1[CH:7]=[CH:6][CH:5]=[C:4]([C:8]2[CH:13]=[CH:12][CH:11]=[CH:10][CH:9]=2)[C:3]=1[C:14]([NH2:15])=[O:16]. The reactants are [NH2:1][C:2]1[CH:7]=[CH:6][CH:5]=[C:4]([C:8]2[CH:13]=[CH:12][CH:11]=[CH:10][CH:9]=2)[C:3]=1[C:14]#[N:15].[OH-:16].[Na+]. The yield is 0.720. The catalyst is C(O)C. (5) The reactants are [CH2:1]([C:5]1[CH:6]=[C:7]([C:24]2[CH:29]=[CH:28][CH:27]=[CH:26][CH:25]=2)[CH:8]=[C:9]([CH2:20][CH:21]([CH3:23])[CH3:22])[C:10]=1[NH:11][C:12](=O)[C:13]1[CH:18]=[CH:17][CH:16]=[CH:15][CH:14]=1)[CH:2]([CH3:4])[CH3:3].P(Cl)(Cl)(Cl)=O.P(Cl)(Cl)(Cl)(Cl)Cl.CO[CH:43](OC)[CH2:44][NH2:45].Cl.[OH-].[Na+]. The catalyst is C(O)(C)C. The product is [CH2:1]([C:5]1[CH:6]=[C:7]([C:24]2[CH:29]=[CH:28][CH:27]=[CH:26][CH:25]=2)[CH:8]=[C:9]([CH2:20][CH:21]([CH3:23])[CH3:22])[C:10]=1[N:11]1[CH:43]=[CH:44][N:45]=[C:12]1[C:13]1[CH:18]=[CH:17][CH:16]=[CH:15][CH:14]=1)[CH:2]([CH3:4])[CH3:3]. The yield is 0.550. (6) The reactants are [NH:1]([C:5]1[CH:10]=[CH:9][C:8]([OH:11])=[CH:7][CH:6]=1)C(C)=O.[C:12](=O)([O-:14])[O-:13].[Na+].[Na+].C(=O)=O. No catalyst specified. The product is [NH2:1][C:5]1[CH:6]=[C:7]([C:12]([OH:14])=[O:13])[C:8]([OH:11])=[CH:9][CH:10]=1. The yield is 0.100. (7) The reactants are Cl.Cl.[NH2:3][CH:4]([C:16]1[CH:21]=[CH:20][CH:19]=[CH:18][CH:17]=1)[C:5]([O:7][C@@H:8]1[CH:13]2[CH2:14][CH2:15][N:10]([CH2:11][CH2:12]2)[CH2:9]1)=[O:6].[NH4+].[OH-]. The catalyst is CO. The product is [N:10]12[CH2:11][CH2:12][CH:13]([CH2:14][CH2:15]1)[C@@H:8]([O:7][C:5](=[O:6])[CH:4]([NH2:3])[C:16]1[CH:21]=[CH:20][CH:19]=[CH:18][CH:17]=1)[CH2:9]2. The yield is 0.730. (8) The reactants are Cl[C:2]1[C:7]([CH3:8])=[C:6]([CH3:9])[N:5]=[C:4]([NH2:10])[N:3]=1. The catalyst is N.CO.[Pd]. The product is [CH3:9][C:6]1[C:7]([CH3:8])=[CH:2][N:3]=[C:4]([NH2:10])[N:5]=1. The yield is 0.900.